From a dataset of Catalyst prediction with 721,799 reactions and 888 catalyst types from USPTO. Predict which catalyst facilitates the given reaction. (1) Reactant: [OH:1][N:2]=[C:3]([C:5]1[CH:6]=[C:7]([CH:29]=[CH:30][CH:31]=1)[C:8]([NH:10][CH2:11][C:12]1([C:18]2[S:19][CH:20]=[C:21]([C:23]3[CH:28]=[CH:27][CH:26]=[CH:25][CH:24]=3)[N:22]=2)[CH2:17][CH2:16][O:15][CH2:14][CH2:13]1)=[O:9])[NH2:4].Cl[C:33](=O)[C:34]([O:36][CH2:37][CH3:38])=[O:35]. Product: [C:23]1([C:21]2[N:22]=[C:18]([C:12]3([CH2:11][NH:10][C:8]([C:7]4[CH:6]=[C:5]([C:3]5[N:4]=[C:33]([C:34]([O:36][CH2:37][CH3:38])=[O:35])[O:1][N:2]=5)[CH:31]=[CH:30][CH:29]=4)=[O:9])[CH2:17][CH2:16][O:15][CH2:14][CH2:13]3)[S:19][CH:20]=2)[CH:24]=[CH:25][CH:26]=[CH:27][CH:28]=1. The catalyst class is: 17. (2) Reactant: [Cl:1][C:2]1[CH:3]=[C:4]([O:8][CH:9]([CH2:13][CH3:14])[C:10]([OH:12])=O)[CH:5]=[N:6][CH:7]=1.[NH2:15][C:16]([CH3:29])([CH3:28])[C:17]#[C:18][CH:19]([O:24][SiH:25]([CH3:27])[CH3:26])[C:20]([CH3:23])([CH3:22])[CH3:21].Cl.CN(CCCN=C=NCC)C. Product: [Cl:1][C:2]1[CH:3]=[C:4]([O:8][CH:9]([CH2:13][CH3:14])[C:10]([NH:15][C:16]([CH3:29])([CH3:28])[C:17]#[C:18][CH:19]([O:24][SiH:25]([CH3:27])[CH3:26])[C:20]([CH3:22])([CH3:23])[CH3:21])=[O:12])[CH:5]=[N:6][CH:7]=1. The catalyst class is: 119.